Dataset: Forward reaction prediction with 1.9M reactions from USPTO patents (1976-2016). Task: Predict the product of the given reaction. (1) Given the reactants [Na].[CH2:2]([NH:9]/[C:10](=[C:20]1\[C:21]([CH2:33][C:34]([O:36]C)=O)=[N:22][N:23]([C:26]2[CH:31]=[CH:30][CH:29]=[CH:28][C:27]=2[Cl:32])[C:24]\1=[O:25])/[CH2:11][C:12]1[CH:17]=[CH:16][C:15](OC)=[CH:14][CH:13]=1)[C:3]1[CH:8]=[CH:7][CH:6]=[CH:5][CH:4]=1.Cl.C[CH:40]([OH:42])C, predict the reaction product. The product is: [CH2:2]([N:9]1[C:34](=[O:36])[CH:33]=[C:21]2[NH:22][N:23]([C:26]3[CH:31]=[CH:30][CH:29]=[CH:28][C:27]=3[Cl:32])[C:24](=[O:25])[C:20]2=[C:10]1[CH2:11][C:12]1[CH:13]=[CH:14][CH:15]=[C:16]([O:42][CH3:40])[CH:17]=1)[C:3]1[CH:8]=[CH:7][CH:6]=[CH:5][CH:4]=1. (2) Given the reactants [CH3:1][O:2][C:3]([C:5]1[C:13]2[C:8](=[CH:9][CH:10]=[C:11]([OH:14])[CH:12]=2)[N:7]([C:15]2[CH:20]=[CH:19][C:18]([O:21][CH:22]([CH3:24])[CH3:23])=[CH:17][CH:16]=2)[C:6]=1[C:25]1[CH:30]=[CH:29][C:28]([C:31]([O:33][CH3:34])=[O:32])=[CH:27][CH:26]=1)=[O:4].[Cl:35][C:36]1[CH:41]=[CH:40][C:39](B(O)O)=[CH:38][CH:37]=1, predict the reaction product. The product is: [CH3:1][O:2][C:3]([C:5]1[C:13]2[C:8](=[CH:9][CH:10]=[C:11]([O:14][C:39]3[CH:40]=[CH:41][C:36]([Cl:35])=[CH:37][CH:38]=3)[CH:12]=2)[N:7]([C:15]2[CH:16]=[CH:17][C:18]([O:21][CH:22]([CH3:24])[CH3:23])=[CH:19][CH:20]=2)[C:6]=1[C:25]1[CH:26]=[CH:27][C:28]([C:31]([O:33][CH3:34])=[O:32])=[CH:29][CH:30]=1)=[O:4]. (3) Given the reactants [F-].[Cs+].Cl[C:4]1[CH:5]=[CH:6][C:7]2[N:13]3[CH2:14][C@H:10]([CH2:11][CH2:12]3)[N:9]([C:15]([NH:17][C:18]3[CH:23]=[N:22][CH:21]=[CH:20][N:19]=3)=[O:16])[C:8]=2[N:24]=1.[CH3:25][C:26]1[S:27][C:28]([Sn](CCCC)(CCCC)CCCC)=[CH:29][N:30]=1.C(P(C(C)(C)C)C(C)(C)C)(C)(C)C, predict the reaction product. The product is: [CH3:25][C:26]1[S:27][C:28]([C:4]2[CH:5]=[CH:6][C:7]3[N:13]4[CH2:14][C@H:10]([CH2:11][CH2:12]4)[N:9]([C:15]([NH:17][C:18]4[CH:23]=[N:22][CH:21]=[CH:20][N:19]=4)=[O:16])[C:8]=3[N:24]=2)=[CH:29][N:30]=1. (4) Given the reactants [CH3:1][C:2]1[CH2:7][CH2:6][C@H:5]([C:8](Cl)=[O:9])[CH2:4][CH:3]=1.[CH3:11][O:12][C:13]([C:15]1[S:16][C:17]([C:31]#[C:32][C:33]([CH3:36])([CH3:35])[CH3:34])=[CH:18][C:19]=1[NH:20][CH:21]1[CH2:30][CH2:29][C:24]2([O:28][CH2:27][CH2:26][O:25]2)[CH2:23][CH2:22]1)=[O:14].CCOC(C)=O, predict the reaction product. The product is: [CH3:11][O:12][C:13]([C:15]1[S:16][C:17]([C:31]#[C:32][C:33]([CH3:36])([CH3:35])[CH3:34])=[CH:18][C:19]=1[N:20]([CH:21]1[CH2:30][CH2:29][C:24]2([O:28][CH2:27][CH2:26][O:25]2)[CH2:23][CH2:22]1)[C:8]([CH:5]1[CH2:6][CH2:7][C:2]([CH3:1])=[CH:3][CH2:4]1)=[O:9])=[O:14]. (5) Given the reactants [Cl:1][C:2]1[C:10]2[N:9]=[C:8]([CH:11]3[CH2:13][CH2:12]3)[NH:7][C:6]=2[CH:5]=[CH:4][CH:3]=1.Br[CH2:15][C:16]1[CH:35]=[CH:34][C:19]2/[C:20](=[C:30](/[CH3:33])\[C:31]#[N:32])/[C:21]3[CH:28]=[CH:27][C:26]([F:29])=[CH:25][C:22]=3[O:23][CH2:24][C:18]=2[CH:17]=1, predict the reaction product. The product is: [Cl:1][C:2]1[C:10]2[N:9]=[C:8]([CH:11]3[CH2:13][CH2:12]3)[N:7]([CH2:15][C:16]3[CH:35]=[CH:34][C:19]4/[C:20](=[C:30](/[CH3:33])\[C:31]#[N:32])/[C:21]5[CH:28]=[CH:27][C:26]([F:29])=[CH:25][C:22]=5[O:23][CH2:24][C:18]=4[CH:17]=3)[C:6]=2[CH:5]=[CH:4][CH:3]=1. (6) The product is: [OH:1][C:2]1[CH:3]=[CH:4][CH:5]=[C:6]([O:7][CH2:21][CH:22]([CH3:24])[CH3:23])[C:11]=1[C:15]([O:16][CH3:26])=[O:18]. Given the reactants [OH:1][C:2]1[C:11]2C(=O)OC(C)(C)[O:7][C:6]=2[CH:5]=[CH:4][CH:3]=1.[C:15](=[O:18])([O-])[O-:16].[K+].[K+].[CH2:21](I)[CH:22]([CH3:24])[CH3:23].[CH2:26](Br)C(C)C, predict the reaction product.